From a dataset of Catalyst prediction with 721,799 reactions and 888 catalyst types from USPTO. Predict which catalyst facilitates the given reaction. (1) Reactant: [ClH:1].[CH2:2]([N:4]([CH2:16][CH3:17])[CH2:5][C:6]([C:8]1[CH:13]=[CH:12][C:11]([O:14][CH3:15])=[CH:10][CH:9]=1)=[O:7])[CH3:3]. Product: [Cl-:1].[CH2:16]([NH+:4]([CH2:2][CH3:3])[CH2:5][C:6]([C:8]1[CH:9]=[CH:10][C:11]([O:14][CH3:15])=[CH:12][CH:13]=1)=[O:7])[CH3:17]. The catalyst class is: 6. (2) Reactant: [C:1](N1C=CN=C1)(N1C=CN=C1)=[O:2].[CH3:13][O:14][C:15]1[CH:58]=[C:57]([O:59][CH3:60])[CH:56]=[CH:55][C:16]=1[CH2:17][NH:18][C:19]1[C:20]2[N:21]([C:25]([C@H:47]3[CH2:52][CH2:51][C@@H:50]([CH2:53][OH:54])[NH:49][CH2:48]3)=[N:26][C:27]=2[C:28]2[CH:46]=[CH:45][C:31]([C:32]([NH:34][C:35]3[CH:40]=[C:39]([C:41]([F:44])([F:43])[F:42])[CH:38]=[CH:37][N:36]=3)=[O:33])=[CH:30][CH:29]=2)[CH:22]=[CH:23][N:24]=1. Product: [CH3:13][O:14][C:15]1[CH:58]=[C:57]([O:59][CH3:60])[CH:56]=[CH:55][C:16]=1[CH2:17][NH:18][C:19]1[C:20]2[N:21]([C:25]([C@@H:47]3[CH2:48][N:49]4[C:1](=[O:2])[O:54][CH2:53][C@@H:50]4[CH2:51][CH2:52]3)=[N:26][C:27]=2[C:28]2[CH:29]=[CH:30][C:31]([C:32]([NH:34][C:35]3[CH:40]=[C:39]([C:41]([F:43])([F:44])[F:42])[CH:38]=[CH:37][N:36]=3)=[O:33])=[CH:45][CH:46]=2)[CH:22]=[CH:23][N:24]=1. The catalyst class is: 79. (3) Reactant: [F:1][C:2]1[CH:25]=[CH:24][C:5]([C:6]([C@@H:8]2[CH2:12][CH2:11][C:10](=[O:13])[N:9]2[CH2:14][CH2:15][NH:16][C:17](=[O:23])[O:18][C:19]([CH3:22])([CH3:21])[CH3:20])=[O:7])=[C:4]([CH3:26])[CH:3]=1. Product: [F:1][C:2]1[CH:25]=[CH:24][C:5]([C@@H:6]([OH:7])[C@@H:8]2[CH2:12][CH2:11][C:10](=[O:13])[N:9]2[CH2:14][CH2:15][NH:16][C:17](=[O:23])[O:18][C:19]([CH3:21])([CH3:22])[CH3:20])=[C:4]([CH3:26])[CH:3]=1. The catalyst class is: 1. (4) Reactant: [CH3:1][O:2][C:3]([C:5]1[CH:13]=[C:12]2[C:8]([CH:9]=[N:10][NH:11]2)=[C:7]([I:14])[CH:6]=1)=[O:4].C([O-])([O-])=O.[Cs+].[Cs+].I[CH:22]([CH3:24])[CH3:23]. Product: [CH3:1][O:2][C:3]([C:5]1[CH:13]=[C:12]2[C:8]([CH:9]=[N:10][N:11]2[CH:22]([CH3:24])[CH3:23])=[C:7]([I:14])[CH:6]=1)=[O:4].[CH3:1][O:2][C:3]([C:5]1[CH:6]=[C:7]([I:14])[C:8]2[C:12]([CH:13]=1)=[N:11][N:10]([CH:22]([CH3:24])[CH3:23])[CH:9]=2)=[O:4]. The catalyst class is: 3. (5) Reactant: C([N:4]1[C:12]2[C:7](=[CH:8][CH:9]=[C:10]([NH:13][C:14](=[O:35])[C:15]3[CH:20]=[CH:19][C:18]([F:21])=[C:17]([NH:22][C:23]4[C:28]([C:29]5[CH:34]=[CH:33][N:32]=[CH:31][N:30]=5)=[CH:27][CH:26]=[CH:25][N:24]=4)[CH:16]=3)[CH:11]=2)[C:6]([CH3:37])([CH3:36])[CH2:5]1)(=O)C. Product: [CH3:36][C:6]1([CH3:37])[C:7]2[C:12](=[CH:11][C:10]([NH:13][C:14](=[O:35])[C:15]3[CH:20]=[CH:19][C:18]([F:21])=[C:17]([NH:22][C:23]4[C:28]([C:29]5[CH:34]=[CH:33][N:32]=[CH:31][N:30]=5)=[CH:27][CH:26]=[CH:25][N:24]=4)[CH:16]=3)=[CH:9][CH:8]=2)[NH:4][CH2:5]1. The catalyst class is: 8. (6) Reactant: [Cl:1][C:2]1[CH:3]=[C:4]2[C:8](=[CH:9][CH:10]=1)[C:7](=[O:11])[N:6]([C:12]1[CH:13]=[N:14][CH:15]=[C:16]([N:18]3[CH2:23][CH2:22][NH:21][CH2:20][CH2:19]3)[CH:17]=1)[C:5]2([CH3:25])[CH3:24].[C:26](Cl)(=[O:28])[CH3:27].O. Product: [C:26]([N:21]1[CH2:22][CH2:23][N:18]([C:16]2[CH:17]=[C:12]([N:6]3[C:5]([CH3:25])([CH3:24])[C:4]4[C:8](=[CH:9][CH:10]=[C:2]([Cl:1])[CH:3]=4)[C:7]3=[O:11])[CH:13]=[N:14][CH:15]=2)[CH2:19][CH2:20]1)(=[O:28])[CH3:27]. The catalyst class is: 2.